This data is from Catalyst prediction with 721,799 reactions and 888 catalyst types from USPTO. The task is: Predict which catalyst facilitates the given reaction. (1) Reactant: C([O:3][C:4](=O)[CH2:5][N:6]([C:14]1[CH:19]=[C:18]([C:20]#[N:21])[CH:17]=[CH:16][C:15]=1[NH2:22])C(OC(C)(C)C)=O)C.Cl.CCOCC. Product: [C:20]([C:18]1[CH:19]=[C:14]2[C:15](=[CH:16][CH:17]=1)[NH:22][C:4](=[O:3])[CH2:5][NH:6]2)#[N:21]. The catalyst class is: 71. (2) Reactant: [C:1](/[C:3](=[CH:11]/[C:12]1[CH:17]=[CH:16][C:15]([C:18]2[CH:23]=[CH:22][CH:21]=[CH:20][N:19]=2)=[CH:14][CH:13]=1)/[C:4]([O:6][C:7]([CH3:10])([CH3:9])[CH3:8])=[O:5])#[N:2]. Product: [C:1]([CH:3]([CH2:11][C:12]1[CH:13]=[CH:14][C:15]([C:18]2[CH:23]=[CH:22][CH:21]=[CH:20][N:19]=2)=[CH:16][CH:17]=1)[C:4]([O:6][C:7]([CH3:9])([CH3:8])[CH3:10])=[O:5])#[N:2]. The catalyst class is: 565. (3) Reactant: [CH3:1][NH2:2].Cl[CH2:4][C@@H:5]([C:7]1[CH:12]=[CH:11][C:10]([F:13])=[CH:9][N:8]=1)[OH:6]. Product: [F:13][C:10]1[CH:11]=[CH:12][C:7]([C@@H:5]([OH:6])[CH2:4][NH:2][CH3:1])=[N:8][CH:9]=1. The catalyst class is: 162.